Dataset: Catalyst prediction with 721,799 reactions and 888 catalyst types from USPTO. Task: Predict which catalyst facilitates the given reaction. (1) Product: [Br:1][C:2]1[CH:3]=[CH:4][C:5]([CH:8]([C:19]2[CH:24]=[CH:23][C:22]([F:25])=[CH:21][C:20]=2[F:26])[CH2:9][C:10]([C:12]2[CH:13]=[CH:14][C:15](=[O:18])[N:16]([CH3:27])[CH:17]=2)=[O:11])=[CH:6][CH:7]=1. The catalyst class is: 80. Reactant: [Br:1][C:2]1[CH:7]=[CH:6][C:5]([CH:8]([C:19]2[CH:24]=[CH:23][C:22]([F:25])=[CH:21][C:20]=2[F:26])[CH2:9][C:10]([C:12]2[CH:13]=[CH:14][C:15](=[O:18])[NH:16][CH:17]=2)=[O:11])=[CH:4][CH:3]=1.[C:27](=O)([O-])[O-].[K+].[K+].IC.C(OCC)(=O)C. (2) Reactant: C(OC([NH:11][C@@H:12]([CH2:22][CH:23]([CH3:25])[CH3:24])[CH2:13][NH:14][C:15](=[O:21])[O:16][C:17]([CH3:20])([CH3:19])[CH3:18])=O)C1C=CC=CC=1.[H][H]. Product: [NH2:11][C@@H:12]([CH2:22][CH:23]([CH3:25])[CH3:24])[CH2:13][NH:14][C:15](=[O:21])[O:16][C:17]([CH3:18])([CH3:19])[CH3:20]. The catalyst class is: 29. (3) Reactant: Cl[C:2]1[C:10]([N+:11]([O-:13])=[O:12])=[C:9]2[C:5]([C:6](=[O:15])[C:7](=[O:14])[NH:8]2)=[CH:4][CH:3]=1.[CH3:16][O-:17].[Na+].Cl. Product: [CH3:16][O:17][C:2]1[C:10]([N+:11]([O-:13])=[O:12])=[C:9]2[C:5]([C:6](=[O:15])[C:7](=[O:14])[NH:8]2)=[CH:4][CH:3]=1. The catalyst class is: 5. (4) Reactant: [F:1][C:2]1[CH:3]=[C:4]([C:8]2[CH:13]=[CH:12][C:11]([C:14](=O)[CH2:15][CH2:16][C:17]([OH:19])=[O:18])=[CH:10][CH:9]=2)[CH:5]=[CH:6][CH:7]=1.Cl.[NH2:22][OH:23].C(=O)([O-])[O-].[Na+].[Na+]. Product: [F:1][C:2]1[CH:3]=[C:4]([C:8]2[CH:13]=[CH:12][C:11]([C:14](=[N:22][OH:23])[CH2:15][CH2:16][C:17]([OH:19])=[O:18])=[CH:10][CH:9]=2)[CH:5]=[CH:6][CH:7]=1. The catalyst class is: 8. (5) Reactant: CCOCC.[CH:6]([C:9]1[CH:14]=[CH:13][CH:12]=[C:11]([CH:15]([CH3:17])[CH3:16])[C:10]=1[N:18]=[CH:19][C:20]1[N:25]=[C:24]([C:26]2[C:35]3[C:30](=[CH:31][CH:32]=[CH:33][CH:34]=3)[CH:29]=[CH:28][C:27]=2[CH2:36][NH:37][C:38]2[C:43]([CH3:44])=[CH:42][C:41]([CH3:45])=[CH:40][C:39]=2[CH3:46])[CH:23]=[CH:22][CH:21]=1)([CH3:8])[CH3:7].[CH:47]([C:50]1[CH:55]=[CH:54][CH:53]=[CH:52][C:51]=1[Li])([CH3:49])[CH3:48]. Product: [CH:6]([C:9]1[CH:14]=[CH:13][CH:12]=[C:11]([CH:15]([CH3:17])[CH3:16])[C:10]=1[NH:18][CH:19]([C:51]1[CH:52]=[CH:53][CH:54]=[CH:55][C:50]=1[CH:47]([CH3:49])[CH3:48])[C:20]1[N:25]=[C:24]([C:26]2[C:35]3[C:30](=[CH:31][CH:32]=[CH:33][CH:34]=3)[CH:29]=[CH:28][C:27]=2[CH2:36][NH:37][C:38]2[C:39]([CH3:46])=[CH:40][C:41]([CH3:45])=[CH:42][C:43]=2[CH3:44])[CH:23]=[CH:22][CH:21]=1)([CH3:8])[CH3:7]. The catalyst class is: 6. (6) Reactant: [F:1][C:2]1[CH:3]=[C:4]2[C:9](=[CH:10][CH:11]=1)[CH:8]=[N:7][C:6]([NH:12][C:13](=[O:45])[O:14][CH2:15][C@@H:16]([N:31]([CH3:44])[C:32]([NH:34][CH2:35][C:36]1[CH:41]=[CH:40][CH:39]=[C:38]([F:42])[C:37]=1[Cl:43])=[O:33])[CH2:17][CH2:18][CH2:19][N:20]1C(=O)C3C(=CC=CC=3)C1=O)=[CH:5]2.NN. Product: [F:1][C:2]1[CH:3]=[C:4]2[C:9](=[CH:10][CH:11]=1)[CH:8]=[N:7][C:6]([NH:12][C:13](=[O:45])[O:14][CH2:15][C@@H:16]([N:31]([CH3:44])[C:32]([NH:34][CH2:35][C:36]1[CH:41]=[CH:40][CH:39]=[C:38]([F:42])[C:37]=1[Cl:43])=[O:33])[CH2:17][CH2:18][CH2:19][NH2:20])=[CH:5]2. The catalyst class is: 5. (7) Reactant: [O:1]=[C:2]1[N:11]=[C:10]2[C:5](=[CH:6][CH:7]=[C:8]([C:12]([O:14]C)=[O:13])[NH:9]2)[CH2:4][CH2:3]1.O.[OH-].[Na+]. Product: [O:1]=[C:2]1[N:11]=[C:10]2[C:5](=[CH:6][CH:7]=[C:8]([C:12]([OH:14])=[O:13])[NH:9]2)[CH2:4][CH2:3]1. The catalyst class is: 12. (8) Reactant: [CH3:1][O:2][C:3]1[C:8]2[O:9][CH2:10][CH2:11][O:12][C:7]=2[C:6]([C:13]2[CH2:18][CH2:17][CH:16]([C:19]([OH:21])=[O:20])[CH2:15][CH:14]=2)=[CH:5][CH:4]=1.S(=O)(=O)(O)O.[C:27](OCC)(=O)[CH3:28].O. Product: [CH2:27]([O:20][C:19]([CH:16]1[CH2:17][CH2:18][C:13]([C:6]2[C:7]3[O:12][CH2:11][CH2:10][O:9][C:8]=3[C:3]([O:2][CH3:1])=[CH:4][CH:5]=2)=[CH:14][CH2:15]1)=[O:21])[CH3:28]. The catalyst class is: 8. (9) Reactant: [O:1]=[C:2]1[O:7][CH2:6][C@H:5]2[C@:3]1([NH:14][S:15]([C:18]1[S:19][C:20]([C:23]3[CH:27]=[C:26]([C:28]([F:31])([F:30])[F:29])[O:25][N:24]=3)=[CH:21][CH:22]=1)(=[O:17])=[O:16])[C@H:4]2[C:8]1[CH:13]=[CH:12][CH:11]=[CH:10][CH:9]=1.O[Li].O.C1C[O:38]CC1. Product: [OH:7][CH2:6][C@@H:5]1[C@H:4]([C:8]2[CH:13]=[CH:12][CH:11]=[CH:10][CH:9]=2)[C@:3]1([NH:14][S:15]([C:18]1[S:19][C:20]([C:23]2[CH:27]=[C:26]([C:28]([F:29])([F:31])[F:30])[O:25][N:24]=2)=[CH:21][CH:22]=1)(=[O:16])=[O:17])[C:2]([OH:38])=[O:1]. The catalyst class is: 6.